This data is from Catalyst prediction with 721,799 reactions and 888 catalyst types from USPTO. The task is: Predict which catalyst facilitates the given reaction. (1) Reactant: CC(NC1C(I)=C(C([O-])=O)C(I)=C(N(C(C)=O)C)C=1I)=O.C(O)[C@H]1O[C@H](O[C@@]2(CO)O[C@H](CO)[C@@H](O)[C@@H]2O)[C@H](O)[C@@H](O)[C@@H]1O.[Na+].[C@H:46]1([O:57][CH2:58][C@H:59]([NH:78][C:79](=[O:105])[CH2:80][CH2:81][CH2:82][CH2:83][CH2:84][CH2:85][CH2:86][CH2:87][CH2:88][CH2:89][CH2:90][CH2:91][CH2:92][CH2:93][CH2:94][CH2:95][CH2:96][CH2:97][CH2:98][CH2:99][CH2:100][CH2:101][CH2:102][CH2:103][CH3:104])[C@@H:60]([OH:77])[C@H:61]([OH:76])[CH2:62][CH2:63][CH2:64][CH2:65][CH2:66][CH2:67][CH2:68][CH2:69][CH2:70][CH2:71][CH2:72][CH2:73][CH2:74][CH3:75])[O:54][C@H:53]([CH2:55][OH:56])[C@H:51]([OH:52])[C@H:49]([OH:50])[C@H:47]1[OH:48]. Product: [CH3:104][CH2:103][CH2:102][CH2:101][CH2:100][CH2:99][CH2:98][CH2:97][CH2:96][CH2:95][CH2:94][CH2:93][CH2:92][CH2:91][CH2:90][CH2:89][CH2:88][CH2:87][CH2:86][CH2:85][CH2:84][CH2:83][CH2:82][CH2:81][CH2:80][C:79]([NH:78][C@H:59]([C@H:60]([OH:77])[C@H:61]([OH:76])[CH2:62][CH2:63][CH2:64][CH2:65][CH2:66][CH2:67][CH2:68][CH2:69][CH2:70][CH2:71][CH2:72][CH2:73][CH2:74][CH3:75])[CH2:58][O:57][C@H:46]1[O:54][C@H:53]([CH2:55][OH:56])[C@H:51]([OH:52])[C@H:49]([OH:50])[C@H:47]1[OH:48])=[O:105]. The catalyst class is: 16. (2) Reactant: C(=O)([O-])[O-].[Cs+].[Cs+].Br[C:8]1[CH:17]=[C:16]2[C:11]([C:12](=[O:39])[N:13]([C:18]3[CH:19]=[C:20]([NH:25][C:26](=[O:38])[C:27]4[CH:32]=[CH:31][CH:30]=[C:29]([C:33]([C:36]#[N:37])([CH3:35])[CH3:34])[CH:28]=4)[CH:21]=[CH:22][C:23]=3[CH3:24])[CH:14]=[N:15]2)=[CH:10][CH:9]=1.[N:40]1[CH:45]=[CH:44][CH:43]=[C:42](B(O)O)[CH:41]=1. Product: [C:36]([C:33]([CH3:35])([CH3:34])[C:29]1[CH:28]=[C:27]([CH:32]=[CH:31][CH:30]=1)[C:26]([NH:25][C:20]1[CH:21]=[CH:22][C:23]([CH3:24])=[C:18]([N:13]2[C:12](=[O:39])[C:11]3[C:16](=[CH:17][C:8]([C:42]4[CH:41]=[N:40][CH:45]=[CH:44][CH:43]=4)=[CH:9][CH:10]=3)[N:15]=[CH:14]2)[CH:19]=1)=[O:38])#[N:37]. The catalyst class is: 73. (3) Reactant: C1OCCOCCOCCOCCOCCOC1.CC(C)([O-])C.[K+].[Cl:25][C:26]1[CH:31]=[CH:30][C:29]([C:32]2[N:33]=[CH:34][CH:35]=[C:36]3[C:40]([CH2:41][O:42][CH2:43][CH3:44])=[C:39]([CH3:45])[NH:38][C:37]=23)=[CH:28][CH:27]=1.[CH2:46](Br)[C:47]1[CH:52]=[CH:51][CH:50]=[CH:49][CH:48]=1. Product: [ClH:25].[CH2:46]([N:38]1[C:37]2=[C:32]([C:29]3[CH:28]=[CH:27][C:26]([Cl:25])=[CH:31][CH:30]=3)[N:33]=[CH:34][CH:35]=[C:36]2[C:40]([CH2:41][O:42][CH2:43][CH3:44])=[C:39]1[CH3:45])[C:47]1[CH:52]=[CH:51][CH:50]=[CH:49][CH:48]=1. The catalyst class is: 7. (4) Reactant: [Cl:1][C:2]1[CH:7]=[CH:6][CH:5]=[C:4]([F:8])[C:3]=1[C:9](=[N:11][NH:12][C:13]1[CH:18]=[CH:17][C:16]([I:19])=[CH:15][CH:14]=1)[NH2:10].N1C=CC=CC=1.[C:26](Cl)(Cl)=[O:27]. Product: [Cl:1][C:2]1[CH:7]=[CH:6][CH:5]=[C:4]([F:8])[C:3]=1[C:9]1[NH:10][C:26](=[O:27])[N:12]([C:13]2[CH:18]=[CH:17][C:16]([I:19])=[CH:15][CH:14]=2)[N:11]=1. The catalyst class is: 22. (5) Reactant: [CH2:1]([O:3][C:4]1[CH:9]=[CH:8][N:7]([C:10]2[CH:15]=[CH:14][C:13]([F:16])=[CH:12][CH:11]=2)[C:6](=[O:17])[C:5]=1[C:18]([O:20]CC)=[O:19])[CH3:2].[Li+].[OH-]. Product: [CH2:1]([O:3][C:4]1[CH:9]=[CH:8][N:7]([C:10]2[CH:15]=[CH:14][C:13]([F:16])=[CH:12][CH:11]=2)[C:6](=[O:17])[C:5]=1[C:18]([OH:20])=[O:19])[CH3:2]. The catalyst class is: 88. (6) Reactant: [O:1]=[S:2]1(=[O:12])[CH2:6][C:5]2[C:7]([Cl:11])=[CH:8][CH:9]=[CH:10][C:4]=2[NH:3]1.[N+:13]([O-])([O-:15])=[O:14].[Na+].S(=O)(=O)(O)O.N([O-])=O.[Na+]. Product: [O:12]=[S:2]1(=[O:1])[CH2:6][C:5]2[C:7]([Cl:11])=[CH:8][CH:9]=[C:10]([N+:13]([O-:15])=[O:14])[C:4]=2[NH:3]1. The catalyst class is: 2. (7) Reactant: [CH:1]1([C:4](=O)[CH:5]([N:7]2[CH:12]=[C:11]([I:13])[CH:10]=[CH:9][C:8]2=[N:14][S:15]([C:18]2[CH:23]=[CH:22][C:21]([CH3:24])=[CH:20][CH:19]=2)(=[O:17])=[O:16])[CH3:6])[CH2:3][CH2:2]1.FC(F)(F)C(OC(=O)C(F)(F)F)=[O:29]. Product: [C:21]1([CH3:24])[CH:20]=[CH:19][C:18]([S:15]([OH:16])(=[O:17])=[O:29])=[CH:23][CH:22]=1.[CH:1]1([C:4]2[N:14]=[C:8]3[CH:9]=[CH:10][C:11]([I:13])=[CH:12][N:7]3[C:5]=2[CH3:6])[CH2:3][CH2:2]1. The catalyst class is: 1.